From a dataset of Forward reaction prediction with 1.9M reactions from USPTO patents (1976-2016). Predict the product of the given reaction. (1) Given the reactants [CH3:1][O:2][C:3]([C:5]1[CH:14]=[C:13]([F:15])[C:12]2[C:7](=[CH:8][CH:9]=[CH:10][CH:11]=2)[C:6]=1[OH:16])=[O:4].C(=O)([O-])[O-].[Cs+].[Cs+].[I-].[K+].[F:25][C:26]([F:36])([F:35])[C:27]1[CH:34]=[CH:33][C:30]([CH2:31]Br)=[CH:29][CH:28]=1.C(=O)(O)[O-].[Na+], predict the reaction product. The product is: [CH3:1][O:2][C:3]([C:5]1[CH:14]=[C:13]([F:15])[C:12]2[C:7](=[CH:8][CH:9]=[CH:10][CH:11]=2)[C:6]=1[O:16][CH2:31][C:30]1[CH:29]=[CH:28][C:27]([C:26]([F:25])([F:35])[F:36])=[CH:34][CH:33]=1)=[O:4]. (2) Given the reactants [CH3:1][C:2](C)([O-])C.[K+].[Br:7][C:8]1[CH:9]=[C:10]2[NH:16][C:15](=[O:17])[CH2:14][C:11]2=[N:12][CH:13]=1.[C:18]([O:22]C)(=O)[CH:19]=[CH2:20].O, predict the reaction product. The product is: [Br:7][C:8]1[CH:9]=[C:10]2[NH:16][C:15](=[O:17])[C:14]3([CH2:20][CH2:19][C:18](=[O:22])[CH2:2][CH2:1]3)[C:11]2=[N:12][CH:13]=1.